From a dataset of Full USPTO retrosynthesis dataset with 1.9M reactions from patents (1976-2016). Predict the reactants needed to synthesize the given product. (1) Given the product [NH2:18][C:10]1[CH:11]=[C:12]([CH:16]=[CH:17][C:9]=1[S:8][C:5]1[CH:6]=[CH:7][C:2]([F:1])=[CH:3][C:4]=1[C:21]([OH:23])=[O:22])[C:13]([OH:15])=[O:14], predict the reactants needed to synthesize it. The reactants are: [F:1][C:2]1[CH:7]=[CH:6][C:5]([S:8][C:9]2[CH:17]=[CH:16][C:12]([C:13]([OH:15])=[O:14])=[CH:11][C:10]=2[N+:18]([O-])=O)=[C:4]([C:21]([OH:23])=[O:22])[CH:3]=1.O. (2) The reactants are: Br.[NH2:2][C@H:3]1[C:12]2[C:7](=[CH:8][CH:9]=[CH:10][CH:11]=2)[N:6]([C:13](=[O:15])[CH3:14])[C@@H:5]([CH:16]2[CH2:18][CH2:17]2)[C@@H:4]1[CH3:19].Br[C:21]1[CH:26]=[CH:25][CH:24]=[CH:23][CH:22]=1.CN(C1C(C2C(P(C3CCCCC3)C3CCCCC3)=CC=CC=2)=CC=CC=1)C.CC(C)([O-])C.[Na+]. Given the product [CH:16]1([C@H:5]2[C@H:4]([CH3:19])[C@@H:3]([NH:2][C:21]3[CH:26]=[CH:25][CH:24]=[CH:23][CH:22]=3)[C:12]3[C:7](=[CH:8][CH:9]=[CH:10][CH:11]=3)[N:6]2[C:13](=[O:15])[CH3:14])[CH2:18][CH2:17]1, predict the reactants needed to synthesize it.